The task is: Predict which catalyst facilitates the given reaction.. This data is from Catalyst prediction with 721,799 reactions and 888 catalyst types from USPTO. (1) Reactant: [OH:1][CH:2]1[CH2:6][C:5]2([CH2:10][CH2:9][N:8](C(OC(C)(C)C)=O)[CH2:7]2)[O:4][CH2:3]1.[ClH:18]. Product: [ClH:18].[O:4]1[C:5]2([CH2:10][CH2:9][NH:8][CH2:7]2)[CH2:6][CH:2]([OH:1])[CH2:3]1. The catalyst class is: 12. (2) Reactant: [Br:1][C:2]1[C:3](=[O:41])[NH:4][C:5]2[C:10]([CH:11]=1)=[CH:9][C:8]1[C:12]([C:34]3[CH:39]=[CH:38][N:37]=[C:36]([CH3:40])[CH:35]=3)=[N:13][N:14](C(C3C=CC=CC=3)(C3C=CC=CC=3)C3C=CC=CC=3)[C:7]=1[CH:6]=2.C(O)(C(F)(F)F)=O.C([SiH](CC)CC)C. Product: [Br:1][C:2]1[C:3](=[O:41])[NH:4][C:5]2[C:10]([CH:11]=1)=[CH:9][C:8]1[C:12]([C:34]3[CH:39]=[CH:38][N:37]=[C:36]([CH3:40])[CH:35]=3)=[N:13][NH:14][C:7]=1[CH:6]=2. The catalyst class is: 2.